The task is: Predict the product of the given reaction.. This data is from Forward reaction prediction with 1.9M reactions from USPTO patents (1976-2016). Given the reactants Cl[C:2]1[N:7]=[C:6]([NH:8][C:9]2[CH:14]=[CH:13][C:12]([F:15])=[C:11]([Cl:16])[CH:10]=2)[C:5]([CH3:17])=[CH:4][N:3]=1.[CH3:18][N:19]1[CH2:24][CH2:23][N:22]([CH2:25][C:26]2[CH:32]=[CH:31][C:29]([NH2:30])=[CH:28][CH:27]=2)[CH2:21][CH2:20]1, predict the reaction product. The product is: [Cl:16][C:11]1[CH:10]=[C:9]([NH:8][C:6]2[C:5]([CH3:17])=[CH:4][N:3]=[C:2]([NH:30][C:29]3[CH:28]=[CH:27][C:26]([CH2:25][N:22]4[CH2:21][CH2:20][N:19]([CH3:18])[CH2:24][CH2:23]4)=[CH:32][CH:31]=3)[N:7]=2)[CH:14]=[CH:13][C:12]=1[F:15].